Dataset: Catalyst prediction with 721,799 reactions and 888 catalyst types from USPTO. Task: Predict which catalyst facilitates the given reaction. (1) Reactant: [CH2:1]([O:8][CH2:9][C@@H:10]1[CH2:15][O:14][C:13]2[CH:16]=[CH:17][C:18]([CH2:20][CH2:21][NH:22][CH2:23][C@@H:24]([C:26]3[CH:27]=[CH:28][C:29]([O:35]COCC[Si](C)(C)C)=[C:30]([NH:32][CH:33]=[O:34])[CH:31]=3)[OH:25])=[CH:19][C:12]=2[O:11]1)[C:2]1[CH:7]=[CH:6][CH:5]=[CH:4][CH:3]=1. Product: [CH2:1]([O:8][CH2:9][C@@H:10]1[CH2:15][O:14][C:13]2[CH:16]=[CH:17][C:18]([CH2:20][CH2:21][NH:22][CH2:23][C@@H:24]([C:26]3[CH:27]=[CH:28][C:29]([OH:35])=[C:30]([NH:32][CH:33]=[O:34])[CH:31]=3)[OH:25])=[CH:19][C:12]=2[O:11]1)[C:2]1[CH:3]=[CH:4][CH:5]=[CH:6][CH:7]=1. The catalyst class is: 6. (2) Reactant: C([NH:4][C@H:5]([C:17]([O:19]C)=[O:18])[CH2:6][S:7]([CH:10]([CH2:14][CH2:15][CH3:16])[CH2:11][CH2:12][CH3:13])(=[O:9])=[O:8])(=O)C.[ClH:21]. Product: [ClH:21].[CH2:11]([CH:10]([S:7]([CH2:6][C@@H:5]([C:17]([OH:19])=[O:18])[NH2:4])(=[O:8])=[O:9])[CH2:14][CH2:15][CH3:16])[CH2:12][CH3:13]. The catalyst class is: 15. (3) Reactant: [CH:1]1([NH:7][C:8]2[CH:17]=[C:16]3[C:11]([C:12](=[O:30])[C:13]([NH:23][CH2:24][C:25]([O:27][CH2:28][CH3:29])=[O:26])=[CH:14][N:15]3[CH:18]([CH2:21][CH3:22])[CH2:19][CH3:20])=[CH:10][C:9]=2[F:31])[CH2:6][CH2:5][CH2:4][CH2:3][CH2:2]1.C(N(CC)CC)C.Cl[C:40](=[O:49])[CH2:41][CH2:42][CH2:43][C:44]([O:46][CH2:47][CH3:48])=[O:45].O. Product: [CH:1]1([NH:7][C:8]2[CH:17]=[C:16]3[C:11]([C:12](=[O:30])[C:13]([N:23]([CH2:24][C:25]([O:27][CH2:28][CH3:29])=[O:26])[C:40](=[O:49])[CH2:41][CH2:42][CH2:43][C:44]([O:46][CH2:47][CH3:48])=[O:45])=[CH:14][N:15]3[CH:18]([CH2:21][CH3:22])[CH2:19][CH3:20])=[CH:10][C:9]=2[F:31])[CH2:2][CH2:3][CH2:4][CH2:5][CH2:6]1. The catalyst class is: 1. (4) Reactant: [C:1]([N:4]([CH2:18][C:19]1[CH:24]=[CH:23][CH:22]=[CH:21][C:20]=1[N+:25]([O-])=O)[C:5]1[CH:10]=[CH:9][CH:8]=[CH:7][C:6]=1[O:11][C:12]1[CH:17]=[CH:16][CH:15]=[CH:14][CH:13]=1)(=[O:3])[CH3:2].C(Cl)(Cl)Cl. Product: [C:1]([N:4]([CH2:18][C:19]1[CH:24]=[CH:23][CH:22]=[CH:21][C:20]=1[NH2:25])[C:5]1[CH:10]=[CH:9][CH:8]=[CH:7][C:6]=1[O:11][C:12]1[CH:17]=[CH:16][CH:15]=[CH:14][CH:13]=1)(=[O:3])[CH3:2]. The catalyst class is: 603.